This data is from Reaction yield outcomes from USPTO patents with 853,638 reactions. The task is: Predict the reaction yield, written as a fraction of the theoretical maximum amount of product (1.0 means a 100% yield; for example, 0.34 means a 34% yield). (1) The reactants are [C:1]1(=[O:10])[C:9]2[C:4](=[CH:5][CH:6]=[CH:7][CH:8]=2)[CH2:3][NH:2]1.[CH2:11](Br)[C:12]#[CH:13].C(=O)([O-])[O-].[Cs+].[Cs+]. The catalyst is C(#N)C. The product is [CH2:13]([N:2]1[CH2:3][C:4]2[C:9](=[CH:8][CH:7]=[CH:6][CH:5]=2)[C:1]1=[O:10])[C:12]#[CH:11]. The yield is 0.960. (2) The reactants are Br[C:2]1[CH:11]=[C:10]2[C:5]([CH:6]=[CH:7][C:8]([C@H:12]([O:14][C:15](=[O:17])[CH3:16])[CH3:13])=[N:9]2)=[CH:4][CH:3]=1.[C:18]([Si:22]([CH3:34])([CH3:33])[O:23][CH:24]([C:26]([CH3:32])([CH:30]=[CH2:31])[C:27]([OH:29])=[O:28])[CH3:25])([CH3:21])([CH3:20])[CH3:19].C1(C)C=CC=CC=1P(C1C=CC=CC=1C)C1C=CC=CC=1C.C1(CNCC2CCCCC2)CCCCC1. The catalyst is O1CCOCC1.C([O-])(=O)C.[Pd+2].C([O-])(=O)C. The product is [C:15]([O:14][C@@H:12]([C:8]1[CH:7]=[CH:6][C:5]2[C:10](=[CH:11][C:2](/[CH:31]=[CH:30]/[C:26]([CH:24]([O:23][Si:22]([C:18]([CH3:19])([CH3:21])[CH3:20])([CH3:33])[CH3:34])[CH3:25])([CH3:32])[C:27]([OH:29])=[O:28])=[CH:3][CH:4]=2)[N:9]=1)[CH3:13])(=[O:17])[CH3:16]. The yield is 0.280.